This data is from Reaction yield outcomes from USPTO patents with 853,638 reactions. The task is: Predict the reaction yield, written as a fraction of the theoretical maximum amount of product (1.0 means a 100% yield; for example, 0.34 means a 34% yield). (1) The reactants are Cl[C:2]1[S:3][C:4]2[CH:10]=[CH:9][CH:8]=[CH:7][C:5]=2[N:6]=1.[N:11]12[CH2:19][CH2:18][CH:15]([CH2:16][CH2:17]1)[NH:14][CH2:13][CH2:12]2.CCN(CC)CC. The catalyst is CN(C=O)C.CCOC(C)=O.O. The product is [S:3]1[C:4]2[CH:10]=[CH:9][CH:8]=[CH:7][C:5]=2[N:6]=[C:2]1[N:14]1[CH:15]2[CH2:18][CH2:19][N:11]([CH2:17][CH2:16]2)[CH2:12][CH2:13]1. The yield is 0.340. (2) The reactants are [Br:1][C:2]1[CH:10]=[CH:9][C:5]([C:6]([OH:8])=[O:7])=[C:4]([N+:11]([O-:13])=[O:12])[CH:3]=1.[CH3:14]I.O. The catalyst is CN(C)C=O. The product is [CH3:14][O:7][C:6](=[O:8])[C:5]1[CH:9]=[CH:10][C:2]([Br:1])=[CH:3][C:4]=1[N+:11]([O-:13])=[O:12]. The yield is 0.900. (3) The reactants are [OH:1][CH:2]1[CH2:20][CH:19]2[N:4]([C:5](=[O:39])[CH:6]([NH:31][C:32]([O:34][C:35]([CH3:38])([CH3:37])[CH3:36])=[O:33])[CH2:7][CH2:8][CH2:9][CH2:10][CH2:11][CH:12]=[CH:13][CH:14]3[C:16]([C:22]([NH:24][S:25]([CH:28]4[CH2:30][CH2:29]4)(=[O:27])=[O:26])=[O:23])([NH:17][C:18]2=[O:21])[CH2:15]3)[CH2:3]1.[N:40]1[C:49]2[C:44](=[CH:45][C:46]([C:50](Cl)=[O:51])=[CH:47][CH:48]=2)[N:43]=[CH:42][CH:41]=1. No catalyst specified. The product is [N:40]1[C:49]2[C:44](=[CH:45][C:46]([C:50]([O:1][CH:2]3[CH2:20][CH:19]4[N:4]([C:5](=[O:39])[CH:6]([NH:31][C:32]([O:34][C:35]([CH3:36])([CH3:38])[CH3:37])=[O:33])[CH2:7][CH2:8][CH2:9][CH2:10][CH2:11][CH:12]=[CH:13][CH:14]5[C:16]([C:22]([NH:24][S:25]([CH:28]6[CH2:30][CH2:29]6)(=[O:27])=[O:26])=[O:23])([NH:17][C:18]4=[O:21])[CH2:15]5)[CH2:3]3)=[O:51])=[CH:47][CH:48]=2)[N:43]=[CH:42][CH:41]=1. The yield is 0.380. (4) The reactants are Br[CH:2]([CH2:4][CH3:5])[CH3:3].C(=O)([O-])[O-].[Cs+].[Cs+].[OH:12][C:13]1[CH:18]=[CH:17][C:16]([C:19]2[C:24](=[O:25])[N:23]([CH2:26][C:27]3[CH:32]=[CH:31][C:30]([C:33]4[C:34]([C:39]#[N:40])=[CH:35][CH:36]=[CH:37][CH:38]=4)=[CH:29][CH:28]=3)[C:22]([CH2:41][CH2:42][CH3:43])=[N:21][C:20]=2[CH3:44])=[CH:15][CH:14]=1. The catalyst is CN(C)C=O.C(OCC)(=O)C. The product is [CH:2]([O:12][C:13]1[CH:14]=[CH:15][C:16]([C:19]2[C:24](=[O:25])[N:23]([CH2:26][C:27]3[CH:32]=[CH:31][C:30]([C:33]4[C:34]([C:39]#[N:40])=[CH:35][CH:36]=[CH:37][CH:38]=4)=[CH:29][CH:28]=3)[C:22]([CH2:41][CH2:42][CH3:43])=[N:21][C:20]=2[CH3:44])=[CH:17][CH:18]=1)([CH2:4][CH3:5])[CH3:3]. The yield is 0.890. (5) The reactants are [CH2:1]([NH:3][C:4]([NH:6][NH2:7])=[S:5])[CH3:2].[F:8][C:9]1[CH:18]=[C:17]2[C:12]([CH:13]=[CH:14][CH:15]=[N:16]2)=[CH:11][C:10]=1[CH2:19][C:20]1[N:24]2[N:25]=[C:26]([C:29](=O)[CH3:30])[CH:27]=[CH:28][C:23]2=[N:22][CH:21]=1. No catalyst specified. The product is [CH2:1]([NH:3][C:4]([NH:6]/[N:7]=[C:29](/[C:26]1[CH:27]=[CH:28][C:23]2[N:24]([C:20]([CH2:19][C:10]3[CH:11]=[C:12]4[C:17](=[CH:18][C:9]=3[F:8])[N:16]=[CH:15][CH:14]=[CH:13]4)=[CH:21][N:22]=2)[N:25]=1)\[CH3:30])=[S:5])[CH3:2]. The yield is 0.530. (6) The reactants are [F:1][C:2]1[CH:7]=[C:6]([I:8])[CH:5]=[CH:4][C:3]=1[NH:9][C:10]1[N:15]2[CH:16]=[N:17][CH:18]=[C:14]2[CH:13]=[N:12][C:11]=1[C:19]([OH:21])=O.[CH:22]([O:24][CH2:25][CH2:26][O:27][NH2:28])=[CH2:23].CN(C(ON1N=NC2C=CC=NC1=2)=[N+](C)C)C.F[P-](F)(F)(F)(F)F.CCN(C(C)C)C(C)C. The catalyst is CN(C=O)C.C(OCC)(=O)C. The yield is 0.180. The product is [CH:22]([O:24][CH2:25][CH2:26][O:27][NH:28][C:19]([C:11]1[N:12]=[CH:13][C:14]2[N:15]([CH:16]=[N:17][CH:18]=2)[C:10]=1[NH:9][C:3]1[CH:4]=[CH:5][C:6]([I:8])=[CH:7][C:2]=1[F:1])=[O:21])=[CH2:23]. (7) The reactants are [O:1]=[C:2]1[N:6]([C:7]2[CH:14]=[CH:13][C:10]([C:11]#[N:12])=[C:9]([C:15]([F:18])([F:17])[F:16])[CH:8]=2)[C@@H:5]2[CH2:19][CH2:20][CH2:21][CH2:22][C@H:4]2[NH:3]1.I[C:24]1[CH:29]=[CH:28][CH:27]=[CH:26][CH:25]=1. No catalyst specified. The product is [O:1]=[C:2]1[N:6]([C:7]2[CH:14]=[CH:13][C:10]([C:11]#[N:12])=[C:9]([C:15]([F:18])([F:16])[F:17])[CH:8]=2)[C@@H:5]2[CH2:19][CH2:20][CH2:21][CH2:22][C@H:4]2[N:3]1[C:24]1[CH:29]=[CH:28][CH:27]=[CH:26][CH:25]=1. The yield is 0.281.